This data is from Full USPTO retrosynthesis dataset with 1.9M reactions from patents (1976-2016). The task is: Predict the reactants needed to synthesize the given product. Given the product [CH3:38][CH:1]1[CH2:2][CH2:3][CH2:4][C:5]([C:8]2[C:13]([NH:14][C:15]([C:17]3[NH:18][C:19]([C:22]#[N:23])=[CH:20][N:21]=3)=[O:16])=[CH:12][CH:11]=[C:10]([C:24]([NH:33][CH2:32][CH2:31][O:30][CH3:29])([CH3:25])[CH3:26])[N:9]=2)=[C:6]1[CH3:7], predict the reactants needed to synthesize it. The reactants are: [CH3:1][C:2]1(C)[CH2:7][CH2:6][C:5]([C:8]2[C:13]([NH:14][C:15]([C:17]3[NH:18][C:19]([C:22]#[N:23])=[CH:20][N:21]=3)=[O:16])=[CH:12][CH:11]=[C:10]([C:24](O)([CH3:26])[CH3:25])[N:9]=2)=[CH:4][CH2:3]1.[CH3:29][O:30][CH2:31][CH2:32][NH2:33].S(Cl)(Cl)=O.[CH2:38](Cl)Cl.